Dataset: Reaction yield outcomes from USPTO patents with 853,638 reactions. Task: Predict the reaction yield, written as a fraction of the theoretical maximum amount of product (1.0 means a 100% yield; for example, 0.34 means a 34% yield). (1) The reactants are ClC(Cl)(O[C:5](=[O:11])OC(Cl)(Cl)Cl)Cl.[Si:13]([O:20][CH2:21][C:22]([OH:34])([CH3:33])[C:23]([O:25][CH2:26][C:27]1[CH:32]=[CH:31][CH:30]=[CH:29][CH:28]=1)=[O:24])([C:16]([CH3:19])([CH3:18])[CH3:17])([CH3:15])[CH3:14].[CH3:35][NH:36][CH3:37]. The catalyst is CN(C1C=CN=CC=1)C.C(Cl)Cl. The product is [Si:13]([O:20][CH2:21][C:22]([O:34][C:5](=[O:11])[N:36]([CH3:37])[CH3:35])([CH3:33])[C:23]([O:25][CH2:26][C:27]1[CH:32]=[CH:31][CH:30]=[CH:29][CH:28]=1)=[O:24])([C:16]([CH3:19])([CH3:18])[CH3:17])([CH3:15])[CH3:14]. The yield is 0.820. (2) The reactants are [CH:1]1([NH2:7])[CH2:6][CH2:5][CH2:4][CH2:3][CH2:2]1.C([O:10][C:11]([C:13]1[C:14](=[O:25])[N:15]([CH3:24])[C:16]2[C:21]([C:22]=1[OH:23])=[CH:20][CH:19]=[CH:18][CH:17]=2)=O)C. The catalyst is C1(C)C=CC=CC=1.O. The product is [CH:1]1([NH:7][C:11]([C:13]2[C:14](=[O:25])[N:15]([CH3:24])[C:16]3[C:21]([C:22]=2[OH:23])=[CH:20][CH:19]=[CH:18][CH:17]=3)=[O:10])[CH2:6][CH2:5][CH2:4][CH2:3][CH2:2]1. The yield is 0.700. (3) The reactants are C(O)(C(F)(F)F)=O.[S:8]([O-:39])([O:11][N:12]1[C:18](=[O:19])[N:17]2[CH2:20][C@H:13]1[CH2:14][CH2:15][C@H:16]2[C:21]1[S:22][C:23]([CH:26]2[CH2:31][CH2:30][N:29](C(OC(C)(C)C)=O)[CH2:28][CH2:27]2)=[N:24][N:25]=1)(=[O:10])=[O:9].[Na+]. The catalyst is C(Cl)Cl.CCOCC. The product is [S:8]([OH:39])([O:11][N:12]1[C:18](=[O:19])[N:17]2[CH2:20][C@H:13]1[CH2:14][CH2:15][C@H:16]2[C:21]1[S:22][C:23]([CH:26]2[CH2:31][CH2:30][NH:29][CH2:28][CH2:27]2)=[N:24][N:25]=1)(=[O:9])=[O:10]. The yield is 0.250. (4) The product is [C:4]([O:3][C:1]([N:8]1[CH2:11][C:10]([OH:12])([CH3:13])[CH2:9]1)=[O:2])([CH3:7])([CH3:6])[CH3:5]. The reactants are [C:1]([N:8]1[CH2:11][C:10](=[O:12])[CH2:9]1)([O:3][C:4]([CH3:7])([CH3:6])[CH3:5])=[O:2].[CH3:13][Mg]Cl. The catalyst is C1COCC1. The yield is 0.990. (5) The reactants are [NH2:1][CH:2]([CH3:7])[CH2:3][C:4]([OH:6])=[O:5].[OH-].[K+].Cl[C:11]([O:13][CH2:14][C:15]1[CH:20]=[CH:19][CH:18]=[CH:17][CH:16]=1)=[O:12]. The catalyst is O. The product is [CH2:14]([O:13][C:11]([NH:1][CH:2]([CH3:7])[CH2:3][C:4]([OH:6])=[O:5])=[O:12])[C:15]1[CH:20]=[CH:19][CH:18]=[CH:17][CH:16]=1. The yield is 0.440. (6) The reactants are [CH:1]12[NH:8][CH:5]([CH2:6][CH2:7]1)[CH2:4][N:3]([C:9]([C:11]1[CH:12]=[CH:13][C:14]([NH:17][C:18]3[N:19]=[CH:20][C:21]4[CH:26]=[C:25]([C:27]([N:29]([CH3:31])[CH3:30])=[O:28])[N:24]([CH:32]5[CH2:36][CH2:35][CH2:34][CH2:33]5)[C:22]=4[N:23]=3)=[N:15][CH:16]=1)=[O:10])[CH2:2]2.[CH3:37][C:38]([CH3:40])=O. The catalyst is C(Cl)Cl. The product is [CH:32]1([N:24]2[C:22]3[N:23]=[C:18]([NH:17][C:14]4[CH:13]=[CH:12][C:11]([C:9]([N:3]5[CH2:4][CH:5]6[N:8]([CH:38]([CH3:40])[CH3:37])[CH:1]([CH2:7][CH2:6]6)[CH2:2]5)=[O:10])=[CH:16][N:15]=4)[N:19]=[CH:20][C:21]=3[CH:26]=[C:25]2[C:27]([N:29]([CH3:31])[CH3:30])=[O:28])[CH2:33][CH2:34][CH2:35][CH2:36]1. The yield is 0.880. (7) The reactants are CCN(C(C)C)C(C)C.[C:10]1([C:23]2[CH:28]=[CH:27][CH:26]=[CH:25][CH:24]=2)[CH:15]=[CH:14][C:13]([NH:16][C:17](=[O:22])[CH2:18][C:19]([OH:21])=O)=[CH:12][CH:11]=1.CCN=C=NCCCN(C)C.C1C=CC2N(O)N=NC=2C=1.Cl.[Br:51][C:52]1[CH:57]=[CH:56][CH:55]=[CH:54][C:53]=1[C:58]([N:60]1[CH2:66][CH2:65][CH2:64][NH:63][CH2:62][CH2:61]1)=[O:59]. The catalyst is CN(C=O)C.O. The product is [C:10]1([C:23]2[CH:28]=[CH:27][CH:26]=[CH:25][CH:24]=2)[CH:11]=[CH:12][C:13]([NH:16][C:17](=[O:22])[CH2:18][C:19]([N:63]2[CH2:64][CH2:65][CH2:66][N:60]([C:58](=[O:59])[C:53]3[CH:54]=[CH:55][CH:56]=[CH:57][C:52]=3[Br:51])[CH2:61][CH2:62]2)=[O:21])=[CH:14][CH:15]=1. The yield is 0.542. (8) The reactants are Cl[C:2]1[N:3]=[N:4][C:5]([C:8]2[CH:13]=[CH:12][C:11]([N:14]3[CH:18]=[CH:17][CH:16]=[N:15]3)=[CH:10][C:9]=2[O:19][CH3:20])=[CH:6][CH:7]=1.CC1(C)C(C)(C)OB([C:29]2[CH2:34][CH2:33][N:32]([C:35]([O:37][C:38]([CH3:41])([CH3:40])[CH3:39])=[O:36])[CH2:31][CH:30]=2)O1. No catalyst specified. The product is [CH3:20][O:19][C:9]1[CH:10]=[C:11]([N:14]2[CH:18]=[CH:17][CH:16]=[N:15]2)[CH:12]=[CH:13][C:8]=1[C:5]1[N:4]=[N:3][C:2]([C:29]2[CH2:34][CH2:33][N:32]([C:35]([O:37][C:38]([CH3:41])([CH3:40])[CH3:39])=[O:36])[CH2:31][CH:30]=2)=[CH:7][CH:6]=1. The yield is 1.00. (9) The reactants are [CH2:1]([C@H:8]([NH:40]C(=O)OC(C)(C)C)[CH2:9][C@H:10]([OH:39])[C@@H:11]([NH:26][C:27](=[O:38])[C@@H:28]([NH:33][C:34]([O:36][CH3:37])=[O:35])[C:29]([CH3:32])([CH3:31])[CH3:30])[CH2:12][C:13]1[CH:18]=[CH:17][C:16]([C:19]2[CH:24]=[CH:23][C:22]([CH3:25])=[CH:21][N:20]=2)=[CH:15][CH:14]=1)[C:2]1[CH:7]=[CH:6][CH:5]=[CH:4][CH:3]=1.FC(F)(F)C(O)=O. The catalyst is ClCCl. The product is [NH2:40][C@@H:8]([CH2:1][C:2]1[CH:3]=[CH:4][CH:5]=[CH:6][CH:7]=1)[CH2:9][C@H:10]([OH:39])[C@@H:11]([NH:26][C:27]([C@@H:28]([NH:33][C:34](=[O:35])[O:36][CH3:37])[C:29]([CH3:30])([CH3:32])[CH3:31])=[O:38])[CH2:12][C:13]1[CH:18]=[CH:17][C:16]([C:19]2[CH:24]=[CH:23][C:22]([CH3:25])=[CH:21][N:20]=2)=[CH:15][CH:14]=1. The yield is 0.420.